This data is from Catalyst prediction with 721,799 reactions and 888 catalyst types from USPTO. The task is: Predict which catalyst facilitates the given reaction. (1) Reactant: [CH2:1]([O:3][C:4](=[O:41])[C:5]([C:8]1[CH:13]=[CH:12][C:11]([CH2:14][N:15]([CH2:25][C:26]2[CH:31]=[CH:30][CH:29]=[C:28]([O:32][CH2:33][C:34]([O:36]C(C)(C)C)=[O:35])[CH:27]=2)[S:16]([C:19]2[CH:20]=[N:21][CH:22]=[CH:23][CH:24]=2)(=[O:18])=[O:17])=[CH:10][CH:9]=1)([CH3:7])[CH3:6])[CH3:2].[OH-].[Na+]. The catalyst class is: 5. Product: [CH2:1]([O:3][C:4](=[O:41])[C:5]([C:8]1[CH:9]=[CH:10][C:11]([CH2:14][N:15]([CH2:25][C:26]2[CH:31]=[CH:30][CH:29]=[C:28]([O:32][CH2:33][C:34]([OH:36])=[O:35])[CH:27]=2)[S:16]([C:19]2[CH:20]=[N:21][CH:22]=[CH:23][CH:24]=2)(=[O:17])=[O:18])=[CH:12][CH:13]=1)([CH3:7])[CH3:6])[CH3:2]. (2) Reactant: Br[C:2]1[CH:3]=[CH:4][CH:5]=[C:6]([CH:9]=1)[CH:7]=[O:8].[O:10]1[CH:14]=[CH:13][CH2:12][CH2:11]1.C(=O)([O-])[O-].[Cs+].[Cs+]. Product: [O:10]1[CH:11]=[CH:12][CH2:13][CH:14]1[C:2]1[CH:9]=[C:6]([CH:5]=[CH:4][CH:3]=1)[CH:7]=[O:8]. The catalyst class is: 760.